This data is from Full USPTO retrosynthesis dataset with 1.9M reactions from patents (1976-2016). The task is: Predict the reactants needed to synthesize the given product. (1) Given the product [F:1][C:2]1[C:3]([CH3:18])=[C:4]([C@:8]2([C:14]([O:16][CH3:17])=[O:15])[CH2:12][CH2:11][C@@H:10]([O:13][C:20]3[CH:28]=[C:27]4[C:23]([CH:24]=[N:25][N:26]4[CH3:29])=[CH:22][CH:21]=3)[CH2:9]2)[CH:5]=[CH:6][CH:7]=1, predict the reactants needed to synthesize it. The reactants are: [F:1][C:2]1[C:3]([CH3:18])=[C:4]([C@:8]2([C:14]([O:16][CH3:17])=[O:15])[CH2:12][CH2:11][C@H:10]([OH:13])[CH2:9]2)[CH:5]=[CH:6][CH:7]=1.O[C:20]1[CH:28]=[C:27]2[C:23]([CH:24]=[N:25][N:26]2[CH3:29])=[CH:22][CH:21]=1.C1(P(C2C=CC=CC=2)C2C=CC=CC=2)C=CC=CC=1.CCOC(C)=O. (2) Given the product [CH:16]([C:19]1[CH:20]=[CH:21][C:22]([N:25]2[CH2:2][C:3]3[C:4](=[CH:10][C:11]([O:14][CH3:15])=[CH:12][CH:13]=3)[C:5]2=[O:7])=[N:23][CH:24]=1)([CH3:18])[CH3:17], predict the reactants needed to synthesize it. The reactants are: Br[CH2:2][C:3]1[CH:13]=[CH:12][C:11]([O:14][CH3:15])=[CH:10][C:4]=1[C:5]([O:7]CC)=O.[CH:16]([C:19]1[CH:20]=[CH:21][C:22]([NH2:25])=[N:23][CH:24]=1)([CH3:18])[CH3:17].[O-]CC.[Na+].